From a dataset of Peptide-MHC class I binding affinity with 185,985 pairs from IEDB/IMGT. Regression. Given a peptide amino acid sequence and an MHC pseudo amino acid sequence, predict their binding affinity value. This is MHC class I binding data. The peptide sequence is TSLSVSLV. The MHC is H-2-Kb with pseudo-sequence H-2-Kb. The binding affinity (normalized) is 0.472.